From a dataset of Full USPTO retrosynthesis dataset with 1.9M reactions from patents (1976-2016). Predict the reactants needed to synthesize the given product. (1) Given the product [NH2:1][C:4]1([C:15]2[CH:20]=[CH:19][C:18]([CH:21]([CH3:23])[CH3:22])=[CH:17][C:16]=2[O:24][CH3:25])[C:12](=[O:13])[C:11]2[C:6](=[CH:7][CH:8]=[CH:9][CH:10]=2)[C:5]1=[O:14], predict the reactants needed to synthesize it. The reactants are: [N:1]([C:4]1([C:15]2[CH:20]=[CH:19][C:18]([CH:21]([CH3:23])[CH3:22])=[CH:17][C:16]=2[O:24][CH3:25])[C:12](=[O:13])[C:11]2[C:6](=[CH:7][CH:8]=[CH:9][CH:10]=2)[C:5]1=[O:14])=[N+]=[N-].C1(P(C2C=CC=CC=2)C2C=CC=CC=2)C=CC=CC=1. (2) Given the product [F:12][C:4]1[CH:3]=[C:2]([C:17]2[CH:18]=[CH:19][C:14]([F:13])=[CH:15][CH:16]=2)[CH:9]=[C:8]([O:10][CH3:11])[C:5]=1[CH:6]=[O:7], predict the reactants needed to synthesize it. The reactants are: Br[C:2]1[CH:9]=[C:8]([O:10][CH3:11])[C:5]([CH:6]=[O:7])=[C:4]([F:12])[CH:3]=1.[F:13][C:14]1[CH:19]=[CH:18][C:17](B(O)O)=[CH:16][CH:15]=1.